Dataset: Reaction yield outcomes from USPTO patents with 853,638 reactions. Task: Predict the reaction yield, written as a fraction of the theoretical maximum amount of product (1.0 means a 100% yield; for example, 0.34 means a 34% yield). (1) The reactants are [C:1]([C:3]1[CH:21]=[CH:20][C:6]([CH2:7][O:8][N:9]2C(=O)C3=CC=CC=C3C2=O)=[C:5]([O:22][CH2:23][CH3:24])[CH:4]=1)#[N:2].O.NN. The catalyst is C(O)C. The product is [C:1]([C:3]1[CH:21]=[CH:20][C:6]([CH2:7][O:8][NH2:9])=[C:5]([O:22][CH2:23][CH3:24])[CH:4]=1)#[N:2]. The yield is 0.830. (2) The reactants are [CH3:1][O:2][C:3]1[CH:4]=[C:5]2[C:9](=[CH:10][C:11]=1[O:12][CH3:13])[C:8](=[O:14])[CH2:7][CH2:6]2.[CH2:15]([N:22]1[CH2:27][CH2:26][CH:25]([CH:28]=O)[CH2:24][CH2:23]1)[C:16]1[CH:21]=[CH:20][CH:19]=[CH:18][CH:17]=1.[OH-].[K+]. The catalyst is O1CCCC1.O. The product is [CH2:15]([N:22]1[CH2:27][CH2:26][CH:25]([CH:28]=[C:7]2[CH2:6][C:5]3[C:9](=[CH:10][C:11]([O:12][CH3:13])=[C:3]([O:2][CH3:1])[CH:4]=3)[C:8]2=[O:14])[CH2:24][CH2:23]1)[C:16]1[CH:21]=[CH:20][CH:19]=[CH:18][CH:17]=1. The yield is 1.00. (3) The reactants are [CH3:1][O:2][C:3]1[CH:12]=[C:11]2[C:6]([CH:7]=[CH:8][C:9](=[O:13])[NH:10]2)=[CH:5][CH:4]=1.[H-].[Na+].CS(O[CH2:21][CH:22]1[CH2:27][CH2:26][N:25]([C:28]([O:30][C:31]([CH3:34])([CH3:33])[CH3:32])=[O:29])[CH2:24][CH2:23]1)(=O)=O. The catalyst is CN(C=O)C. The product is [C:31]([O:30][C:28]([N:25]1[CH2:26][CH2:27][CH:22]([CH2:21][O:13][C:9]2[CH:8]=[CH:7][C:6]3[C:11](=[CH:12][C:3]([O:2][CH3:1])=[CH:4][CH:5]=3)[N:10]=2)[CH2:23][CH2:24]1)=[O:29])([CH3:34])([CH3:32])[CH3:33]. The yield is 0.600. (4) The reactants are [NH2:1][CH2:2][CH2:3][NH:4][C@@H:5]([C@@H:13]([CH3:16])[CH2:14][CH3:15])[C:6]([O:8][C:9]([CH3:12])([CH3:11])[CH3:10])=[O:7].[CH3:17][C:18]1[CH:25]=[CH:24][C:21]([CH:22]=O)=[CH:20][N:19]=1.[BH4-].[Na+].C1C(=O)N(OC(ON2C(=O)CCC2=O)=O)[C:30](=[O:31])C1.C(N(CC)CC)C. The catalyst is C1C=CC=CC=1.C(O)C.ClCCCl. The product is [CH3:16][C@@H:13]([CH2:14][CH3:15])[C@H:5]([N:4]1[CH2:3][CH2:2][N:1]([CH2:22][C:21]2[CH:20]=[N:19][C:18]([CH3:17])=[CH:25][CH:24]=2)[C:30]1=[O:31])[C:6]([O:8][C:9]([CH3:10])([CH3:11])[CH3:12])=[O:7]. The yield is 0.490. (5) The reactants are [CH3:1][C:2]1[CH:3]=[C:4]([CH:11](C(OC)=O)[C:12]([O:14]C)=[O:13])[CH:5]=[CH:6][C:7]=1[N+:8]([O-:10])=[O:9].Cl. No catalyst specified. The product is [CH3:1][C:2]1[CH:3]=[C:4]([CH2:11][C:12]([OH:14])=[O:13])[CH:5]=[CH:6][C:7]=1[N+:8]([O-:10])=[O:9]. The yield is 0.490. (6) The reactants are [Cl:1][C:2]1[C:11]2[C:6](=[CH:7][CH:8]=[C:9](F)[CH:10]=2)[C:5]([OH:13])=[CH:4][N:3]=1.C([O-])([O-])=O.[K+].[K+].[CH:20]1(CBr)C[CH2:21]1. The catalyst is C(#N)C. The product is [Cl:1][C:2]1[C:11]2[C:6](=[CH:7][CH:8]=[CH:9][CH:10]=2)[C:5]([O:13][CH2:20][CH3:21])=[CH:4][N:3]=1. The yield is 0.550.